Dataset: Forward reaction prediction with 1.9M reactions from USPTO patents (1976-2016). Task: Predict the product of the given reaction. (1) Given the reactants [Br:1][C:2]1[CH:7]=[CH:6][C:5]([C:8]2[O:12][N:11]=[C:10]([CH3:13])[C:9]=2[CH:14]([OH:20])[C:15]([F:19])([F:18])[CH:16]=[CH2:17])=[CH:4][CH:3]=1.[F:21][C:22]1[CH:27]=[CH:26][C:25](I)=[CH:24][CH:23]=1, predict the reaction product. The product is: [Br:1][C:2]1[CH:3]=[CH:4][C:5]([C:8]2[O:12][N:11]=[C:10]([CH3:13])[C:9]=2[CH:14]([OH:20])[C:15]([F:18])([F:19])/[CH:16]=[CH:17]/[C:25]2[CH:26]=[CH:27][C:22]([F:21])=[CH:23][CH:24]=2)=[CH:6][CH:7]=1. (2) Given the reactants [C:1]([BH3-])#[N:2].[Na+].N[C:6]1[CH:7]=[C:8]([CH2:21][OH:22])[CH:9]=[C:10]([C:12]([CH3:20])([CH3:19])[O:13][SiH2:14][C:15]([CH3:18])([CH3:17])[CH3:16])[CH:11]=1.[CH2:23]=O, predict the reaction product. The product is: [C:15]([SiH2:14][O:13][C:12]([CH3:20])([CH3:19])[C:10]1[CH:9]=[C:8]([CH2:21][OH:22])[CH:7]=[C:6]([N:2]([CH3:1])[CH3:23])[CH:11]=1)([CH3:18])([CH3:17])[CH3:16]. (3) The product is: [CH3:1][C:2]1([CH3:20])[C:7]2[CH:8]=[C:9]([C:12]3[N:16]([CH2:22][CH2:23][CH2:24][CH2:25][CH3:26])[C:15]([C:17]#[N:18])=[CH:14][CH:13]=3)[CH:10]=[CH:11][C:6]=2[NH:5][C:4](=[O:19])[O:3]1. Given the reactants [CH3:1][C:2]1([CH3:20])[C:7]2[CH:8]=[C:9]([C:12]3[NH:16][C:15]([C:17]#[N:18])=[CH:14][CH:13]=3)[CH:10]=[CH:11][C:6]=2[NH:5][C:4](=[O:19])[O:3]1.I[CH2:22][CH2:23][CH2:24][CH2:25][CH3:26], predict the reaction product. (4) Given the reactants Br[C:2]1[CH:11]=[C:10]2[C:5]([CH:6]=[C:7]([CH3:30])[C:8]([CH:19]([O:25][C:26]([CH3:29])([CH3:28])[CH3:27])[C:20]([O:22]CC)=[O:21])=[C:9]2[C:12]2[CH:17]=[CH:16][C:15]([Cl:18])=[CH:14][CH:13]=2)=[CH:4][CH:3]=1.[C:31]([CH:33]1[CH2:35][CH2:34]1)#[CH:32], predict the reaction product. The product is: [C:26]([O:25][CH:19]([C:8]1[C:7]([CH3:30])=[CH:6][C:5]2[C:10](=[CH:11][C:2]([C:32]#[C:31][CH:33]3[CH2:35][CH2:34]3)=[CH:3][CH:4]=2)[C:9]=1[C:12]1[CH:13]=[CH:14][C:15]([Cl:18])=[CH:16][CH:17]=1)[C:20]([OH:22])=[O:21])([CH3:28])([CH3:29])[CH3:27]. (5) Given the reactants [BH4-].[Na+].[CH2:3]([N:10]1[CH2:14][CH:13]2[CH2:15][N:16]([CH2:18][C:19]([C:21]3[CH:26]=[CH:25][C:24]([OH:27])=[CH:23][CH:22]=3)=[O:20])[CH2:17][CH:12]2[CH2:11]1)[C:4]1[CH:9]=[CH:8][CH:7]=[CH:6][CH:5]=1, predict the reaction product. The product is: [CH2:3]([N:10]1[CH2:14][CH:13]2[CH2:15][N:16]([CH2:18][CH:19]([C:21]3[CH:22]=[CH:23][C:24]([OH:27])=[CH:25][CH:26]=3)[OH:20])[CH2:17][CH:12]2[CH2:11]1)[C:4]1[CH:5]=[CH:6][CH:7]=[CH:8][CH:9]=1. (6) Given the reactants CN(N=O)C(N[N+]([O-])=O)=N.[OH-].[K+].[N+](=[CH2:15])=[N-].[F:16][C:17]1[CH:18]=[C:19](/[CH:25]=[CH:26]/[C:27]([O:29][CH2:30][CH3:31])=[O:28])[CH:20]=[C:21]([F:24])[C:22]=1[OH:23], predict the reaction product. The product is: [F:16][C:17]1[CH:18]=[C:19]([CH:25]2[CH2:15][CH:26]2[C:27]([O:29][CH2:30][CH3:31])=[O:28])[CH:20]=[C:21]([F:24])[C:22]=1[OH:23]. (7) Given the reactants [Cl:1][C:2]1[CH:7]=[CH:6][C:5]([CH:8]([C:20]2[CH:25]=[CH:24][C:23]([Cl:26])=[CH:22][CH:21]=2)[C:9]2[CH:10]=[C:11]3[C:16](=[CH:17][CH:18]=2)[N:15]=[CH:14][N:13]=[C:12]3Cl)=[CH:4][CH:3]=1.[C:27]1([N:33]2[CH2:38][CH2:37][CH:36]([NH2:39])[CH2:35][CH2:34]2)[CH:32]=[CH:31][CH:30]=[CH:29][CH:28]=1, predict the reaction product. The product is: [Cl:1][C:2]1[CH:7]=[CH:6][C:5]([CH:8]([C:20]2[CH:25]=[CH:24][C:23]([Cl:26])=[CH:22][CH:21]=2)[C:9]2[CH:10]=[C:11]3[C:16](=[CH:17][CH:18]=2)[N:15]=[CH:14][N:13]=[C:12]3[NH:39][CH:36]2[CH2:37][CH2:38][N:33]([C:27]3[CH:32]=[CH:31][CH:30]=[CH:29][CH:28]=3)[CH2:34][CH2:35]2)=[CH:4][CH:3]=1.